This data is from Reaction yield outcomes from USPTO patents with 853,638 reactions. The task is: Predict the reaction yield, written as a fraction of the theoretical maximum amount of product (1.0 means a 100% yield; for example, 0.34 means a 34% yield). (1) The reactants are [N:1]1[CH:6]=[CH:5][CH:4]=[CH:3][C:2]=1[CH2:7][NH:8][C:9]([C:11]1[C:12]2[CH:13]=[CH:14][CH:15]=[N:16][C:17]=2[C:18]([O:33]C(C2C=CC=CC=2)C2C=CC=CC=2)=[C:19]2[C:23](=[O:24])[N:22]([CH2:25][C:26]3[CH:31]=[CH:30][C:29]([F:32])=[CH:28][CH:27]=3)[CH2:21][C:20]=12)=[O:10].C([SiH](CC)CC)C.FC(F)(F)C(O)=O. The catalyst is ClCCl. The product is [N:1]1[CH:6]=[CH:5][CH:4]=[CH:3][C:2]=1[CH2:7][NH:8][C:9]([C:11]1[C:12]2[CH:13]=[CH:14][CH:15]=[N:16][C:17]=2[C:18]([OH:33])=[C:19]2[C:23](=[O:24])[N:22]([CH2:25][C:26]3[CH:27]=[CH:28][C:29]([F:32])=[CH:30][CH:31]=3)[CH2:21][C:20]=12)=[O:10]. The yield is 0.560. (2) The reactants are [C:1]1([C:7]2[O:8][C:9]3[C:15]([C:16]([OH:18])=O)=[CH:14][CH:13]=[CH:12][C:10]=3[N:11]=2)[CH:6]=[CH:5][CH:4]=[CH:3][CH:2]=1.C1C=CC2N(O)N=[N:25]C=2C=1.[NH4+].[Cl-].CCN(C(C)C)C(C)C.CCN=C=NCCCN(C)C.Cl. The catalyst is CN(C=O)C.O. The product is [C:1]1([C:7]2[O:8][C:9]3[C:15]([C:16]([NH2:25])=[O:18])=[CH:14][CH:13]=[CH:12][C:10]=3[N:11]=2)[CH:6]=[CH:5][CH:4]=[CH:3][CH:2]=1. The yield is 0.160. (3) The reactants are [CH2:1]=[C:2]1[CH2:17][CH2:16][CH2:15][CH2:14][CH2:13][CH2:12][CH2:11][C:10](=[O:18])[CH2:9][CH2:8][CH2:7][CH2:6][CH2:5][CH2:4][CH2:3]1.[H][H]. The catalyst is [Pd].C(OCC)(=O)C. The product is [CH3:1][CH:2]1[CH2:3][CH2:4][CH2:5][CH2:6][CH2:7][CH2:8][CH2:9][C:10](=[O:18])[CH2:11][CH2:12][CH2:13][CH2:14][CH2:15][CH2:16][CH2:17]1. The yield is 0.940. (4) The reactants are [CH3:1][O:2][C:3](=[O:12])[C:4]1[CH:9]=[CH:8][CH:7]=[C:6]([OH:10])[C:5]=1[OH:11].C(=O)([O-])[O-].[Cs+].[Cs+].Br[CH2:20][CH2:21]Br. The catalyst is CN(C=O)C.C(OCC)(=O)C. The product is [CH3:1][O:2][C:3]([C:4]1[C:5]2[O:11][CH2:21][CH2:20][O:10][C:6]=2[CH:7]=[CH:8][CH:9]=1)=[O:12]. The yield is 0.574. (5) The reactants are [Cl-].O[NH3+:3].[C:4](=[O:7])([O-])[OH:5].[Na+].CS(C)=O.[CH2:13]([N:20]1[C:25](=[O:26])[C:24]([CH2:27][C:28]2[CH:33]=[CH:32][C:31]([C:34]3[C:35]([C:40]#[N:41])=[CH:36][CH:37]=[CH:38][CH:39]=3)=[CH:30][CH:29]=2)=[C:23]([CH2:42][CH2:43][CH2:44][CH3:45])[N:22]=[C:21]1[CH2:46][F:47])[C:14]1[CH:19]=[CH:18][CH:17]=[CH:16][CH:15]=1. The catalyst is C(OCC)(=O)C. The product is [CH2:13]([N:20]1[C:25](=[O:26])[C:24]([CH2:27][C:28]2[CH:33]=[CH:32][C:31]([C:34]3[CH:39]=[CH:38][CH:37]=[CH:36][C:35]=3[C:40]3[NH:3][C:4](=[O:7])[O:5][N:41]=3)=[CH:30][CH:29]=2)=[C:23]([CH2:42][CH2:43][CH2:44][CH3:45])[N:22]=[C:21]1[CH2:46][F:47])[C:14]1[CH:15]=[CH:16][CH:17]=[CH:18][CH:19]=1. The yield is 0.420.